This data is from Reaction yield outcomes from USPTO patents with 853,638 reactions. The task is: Predict the reaction yield, written as a fraction of the theoretical maximum amount of product (1.0 means a 100% yield; for example, 0.34 means a 34% yield). (1) The reactants are [C:1]([NH:9][C:10]1[N:18]=[CH:17][N:16]=[C:15]2[C:11]=1[N:12]=[CH:13][N:14]2[C@@H:19]1[O:23][C@H:22]([CH2:24][CH2:25][C:26]([O:28][CH3:29])=[O:27])[CH2:21][C@H:20]1[OH:30])(=[O:8])[C:2]1[CH:7]=[CH:6][CH:5]=[CH:4][CH:3]=1.CCN(C(C)C)C(C)C.[CH:40]([N:43]([CH:51]([CH3:53])[CH3:52])[P:44](Cl)[O:45][CH2:46][CH2:47][C:48]#[N:49])([CH3:42])[CH3:41]. The catalyst is C(Cl)Cl. The product is [C:1]([NH:9][C:10]1[N:18]=[CH:17][N:16]=[C:15]2[C:11]=1[N:12]=[CH:13][N:14]2[C@@H:19]1[O:23][C@H:22]([CH2:24][CH2:25][C:26]([O:28][CH3:29])=[O:27])[CH2:21][C@H:20]1[O:30][P:44]([O:45][CH2:46][CH2:47][C:48]#[N:49])[N:43]([CH:40]([CH3:41])[CH3:42])[CH:51]([CH3:52])[CH3:53])(=[O:8])[C:2]1[CH:7]=[CH:6][CH:5]=[CH:4][CH:3]=1. The yield is 0.760. (2) The reactants are Br[Zn][CH2:3][C:4]([O:6][CH2:7][CH3:8])=[O:5].[CH:9]([C:12]([C:14]1[CH:19]=[CH:18][CH:17]=[CH:16][CH:15]=1)=[O:13])=[CH:10][CH3:11].Cl.C(OCC)(=O)C. The catalyst is C1COCC1. The product is [OH:13][C:12]([C:14]1[CH:19]=[CH:18][CH:17]=[CH:16][CH:15]=1)([CH:9]=[CH:10][CH3:11])[CH2:3][C:4]([O:6][CH2:7][CH3:8])=[O:5]. The yield is 0.930. (3) The reactants are [CH2:1]([O:8][C:9]([N:11]1[CH2:15][CH:14]2[C:16](=[O:21])[C:17]([F:20])([F:19])[CH2:18][CH:13]2[CH2:12]1)=[O:10])[C:2]1[CH:7]=[CH:6][CH:5]=[CH:4][CH:3]=1.C([BH-](C(CC)C)C(CC)C)(CC)C.[Li+].OO. The catalyst is O1CCCC1. The product is [CH2:1]([O:8][C:9]([N:11]1[CH2:15][CH:14]2[CH:16]([OH:21])[C:17]([F:20])([F:19])[CH2:18][CH:13]2[CH2:12]1)=[O:10])[C:2]1[CH:7]=[CH:6][CH:5]=[CH:4][CH:3]=1. The yield is 0.330. (4) The reactants are C(Cl)Cl.[C:4]([O:8][C:9]([N:11]([CH2:34][C:35]([O:37][C:38]([CH3:41])([CH3:40])[CH3:39])=[O:36])[C:12]1[CH:17]=[CH:16][CH:15]=[C:14]([CH2:18][NH:19][CH2:20][C:21]2[CH:26]=[CH:25][C:24]([C:27]([CH3:33])([CH3:32])[CH2:28][CH2:29][CH2:30][CH3:31])=[CH:23][CH:22]=2)[N:13]=1)=[O:10])([CH3:7])([CH3:6])[CH3:5].[C:42]1([S:48](Cl)(=[O:50])=[O:49])[CH:47]=[CH:46][CH:45]=[CH:44][CH:43]=1.C(N(CC)CC)C. The catalyst is O. The product is [C:42]1([S:48]([CH:18]([NH:19][CH2:20][C:21]2[CH:26]=[CH:25][C:24]([C:27]([CH3:33])([CH3:32])[CH2:28][CH2:29][CH2:30][CH3:31])=[CH:23][CH:22]=2)[C:14]2[N:13]=[C:12]([N:11]([CH2:34][C:35]([O:37][C:38]([CH3:40])([CH3:39])[CH3:41])=[O:36])[C:9]([O:8][C:4]([CH3:7])([CH3:5])[CH3:6])=[O:10])[CH:17]=[CH:16][CH:15]=2)(=[O:50])=[O:49])[CH:47]=[CH:46][CH:45]=[CH:44][CH:43]=1. The yield is 0.720. (5) The reactants are [CH3:1][S:2]([CH2:5][CH2:6][NH2:7])(=[O:4])=[O:3].Cl[C:9]1[N:14]=[C:13]([C:15]2[S:19][C:18]([CH:20]([CH3:22])[CH3:21])=[N:17][C:16]=2[C:23]2[CH:24]=[C:25]([NH:29][S:30]([C:33]3[O:34][CH:35]=[CH:36][CH:37]=3)(=[O:32])=[O:31])[CH:26]=[CH:27][CH:28]=2)[CH:12]=[CH:11][N:10]=1.C(OCC)C. The catalyst is C(Cl)Cl.Cl. The product is [CH3:22][CH:20]([C:18]1[S:19][C:15]([C:13]2[CH:12]=[CH:11][N:10]=[C:9]([NH:7][CH2:6][CH2:5][S:2]([CH3:1])(=[O:4])=[O:3])[N:14]=2)=[C:16]([C:23]2[CH:24]=[C:25]([NH:29][S:30]([C:33]3[O:34][CH:35]=[CH:36][CH:37]=3)(=[O:32])=[O:31])[CH:26]=[CH:27][CH:28]=2)[N:17]=1)[CH3:21]. The yield is 0.200. (6) The reactants are Cl.[CH3:2][O:3][C:4](=[O:11])[C@H:5]([CH2:7][CH:8]([CH3:10])[CH3:9])[NH2:6].[N:12]1[CH:17]=CC=CC=1.C(Cl)(Cl)=[O:19].C1(C)C=CC=CC=1.Cl. The catalyst is C(Cl)Cl. The product is [CH3:2][O:3][C:4](=[O:11])[C@:5]([N:12]=[C:17]=[O:19])([CH2:7][CH:8]([CH3:10])[CH3:9])[NH2:6]. The yield is 0.860. (7) The reactants are [CH3:1][C:2]([N+:10]([O-:12])=[O:11])([CH3:9])[CH2:3][CH2:4][C:5](OC)=[O:6].[BH4-].[Na+].O.Cl. The catalyst is C(O)C. The product is [CH3:1][C:2]([N+:10]([O-:12])=[O:11])([CH3:9])[CH2:3][CH2:4][CH2:5][OH:6]. The yield is 0.912. (8) The reactants are [C:1]1([CH3:12])[CH:6]=[CH:5][C:4]([C:7]2[O:8][CH:9]=[N:10][N:11]=2)=[CH:3][CH:2]=1.[Br:13]N1C(=O)CCC1=O.C(OOC(=O)C1C=CC=CC=1)(=O)C1C=CC=CC=1. The catalyst is C(Cl)(Cl)(Cl)Cl. The product is [Br:13][CH2:12][C:1]1[CH:2]=[CH:3][C:4]([C:7]2[O:8][CH:9]=[N:10][N:11]=2)=[CH:5][CH:6]=1. The yield is 0.790.